From a dataset of Full USPTO retrosynthesis dataset with 1.9M reactions from patents (1976-2016). Predict the reactants needed to synthesize the given product. (1) Given the product [Cl:45][C:23]1[CH:25]=[C:26]([F:42])[C:27]([N:29]2[C:34](=[O:35])[CH:33]=[C:32]([C:36]([F:39])([F:38])[F:37])[N:31]([CH3:40])[C:30]2=[O:41])=[CH:28][C:22]=1[O:21][C:20]1[CH:43]=[CH:44][C:17]([O:16][CH2:9][C:10]2[CH:15]=[CH:14][CH:13]=[CH:12][CH:11]=2)=[CH:18][CH:19]=1, predict the reactants needed to synthesize it. The reactants are: N(OCCC(C)C)=O.[CH2:9]([O:16][C:17]1[CH:44]=[CH:43][C:20]([O:21][C:22]2[CH:28]=[C:27]([N:29]3[C:34](=[O:35])[CH:33]=[C:32]([C:36]([F:39])([F:38])[F:37])[N:31]([CH3:40])[C:30]3=[O:41])[C:26]([F:42])=[CH:25][C:23]=2N)=[CH:19][CH:18]=1)[C:10]1[CH:15]=[CH:14][CH:13]=[CH:12][CH:11]=1.[ClH:45]. (2) Given the product [C:32]([N:7]1[CH:6]=[C:5]([C:8]2[CH:9]=[CH:10][C:11]3[O:16][CH2:15][C:14](=[O:17])[NH:13][C:12]=3[CH:18]=2)[CH:4]([C:19]2[CH:20]=[CH:21][CH:22]=[CH:23][CH:24]=2)[S:3][C:2]1=[NH:1])(=[O:34])[CH3:33], predict the reactants needed to synthesize it. The reactants are: [NH2:1][C:2]1[S:3][CH:4]([C:19]2[CH:24]=[CH:23][CH:22]=[CH:21][CH:20]=2)[C:5]([C:8]2[CH:9]=[CH:10][C:11]3[O:16][CH2:15][C:14](=[O:17])[NH:13][C:12]=3[CH:18]=2)=[CH:6][N:7]=1.C(N(CC)CC)C.[C:32](Cl)(=[O:34])[CH3:33].C([O-])(O)=O.[Na+]. (3) Given the product [C:10]([C:9]1[CH:8]=[C:3]([C:2]2[C:3]([C:4]([O:6][CH3:7])=[O:5])=[CH:8][CH:9]=[CH:10][N:11]=2)[CH:2]=[CH:18][CH:19]=1)#[N:11], predict the reactants needed to synthesize it. The reactants are: Cl[C:2]1[N:11]=[CH:10][CH:9]=[CH:8][C:3]=1[C:4]([O:6][CH3:7])=[O:5].[Li+].[Cl-].O1[CH2:19][CH2:18]OCC1.